This data is from Catalyst prediction with 721,799 reactions and 888 catalyst types from USPTO. The task is: Predict which catalyst facilitates the given reaction. (1) Reactant: [Br:1][C:2]1[CH:3]=[C:4]([C:8]2[S:12][C:11]3[CH2:13][C:14]([CH3:19])([CH3:18])[CH2:15][C:16](=[O:17])[C:10]=3[CH:9]=2)[CH:5]=[CH:6][CH:7]=1.[CH:20]([Mg]Cl)=[CH2:21].[Cl-].[NH4+]. Product: [Br:1][C:2]1[CH:3]=[C:4]([C:8]2[S:12][C:11]3[CH2:13][C:14]([CH3:19])([CH3:18])[CH2:15][C:16]([CH:20]=[CH2:21])([OH:17])[C:10]=3[CH:9]=2)[CH:5]=[CH:6][CH:7]=1. The catalyst class is: 1. (2) Reactant: CC(OC(/N=N/C(OC(C)C)=O)=O)C.[CH2:15]([O:22][C:23]([N:25]1[CH2:30][CH:29]([O:31][CH2:32][C:33]2[CH:34]=[CH:35][C:36]3[O:41][CH2:40][CH2:39][N:38]([CH2:42][CH2:43][CH2:44][O:45][CH3:46])[C:37]=3[CH:47]=2)[CH:28]([C:48]2[CH:53]=[CH:52][C:51]([O:54][CH:55]3[CH2:59][CH2:58][N:57]([C:60]4[CH:65]=[CH:64][CH:63]=[C:62]([F:66])[CH:61]=4)[CH2:56]3)=[CH:50][CH:49]=2)[CH:27]([OH:67])[CH2:26]1)=[O:24])[C:16]1[CH:21]=[CH:20][CH:19]=[CH:18][CH:17]=1.C(O)(=O)C1C=CC=CC=1.C1(P(C2C=CC=CC=2)C2C=CC=CC=2)C=CC=CC=1. Product: [CH2:15]([O:22][C:23]([N:25]1[CH2:30][CH:29]([O:31][CH2:32][C:33]2[CH:34]=[CH:35][C:36]3[O:41][CH2:40][CH2:39][N:38]([CH2:42][CH2:43][CH2:44][O:45][CH3:46])[C:37]=3[CH:47]=2)[CH:28]([C:48]2[CH:53]=[CH:52][C:51]([O:54][CH:55]3[CH2:59][CH2:58][N:57]([C:60]4[CH:65]=[CH:64][CH:63]=[C:62]([F:66])[CH:61]=4)[CH2:56]3)=[CH:50][CH:49]=2)[C@@H:27]([OH:67])[CH2:26]1)=[O:24])[C:16]1[CH:21]=[CH:20][CH:19]=[CH:18][CH:17]=1. The catalyst class is: 7.